Predict the product of the given reaction. From a dataset of Forward reaction prediction with 1.9M reactions from USPTO patents (1976-2016). (1) Given the reactants [CH:1]1[C:6]2=[C:7]3[C:16](=[CH:17][CH:18]=[C:5]2[CH:4]=[CH:3][CH:2]=1)[N:15]=[C:14]1[C:9]([C:10]([C:19]([OH:21])=[O:20])=[CH:11][CH:12]=[CH:13]1)=[N:8]3.[CH:22]1C2=C3C(=CC=C2C=CC=1)N=C1C(C=CC=C1C(O)=O)=N3, predict the reaction product. The product is: [CH3:22][O:20][C:19]([C:10]1[C:9]2[C:14](=[N:15][C:16]3[C:7]([N:8]=2)=[C:6]2[CH:1]=[CH:2][CH:3]=[CH:4][C:5]2=[CH:18][CH:17]=3)[CH:13]=[CH:12][CH:11]=1)=[O:21]. (2) Given the reactants [NH2:1][C:2]1[CH:3]=[C:4]([CH:19]=[CH:20][CH:21]=1)[O:5][C:6]1[CH:18]=[CH:17][C:9]2[N:10]=[C:11]([NH:13][C:14](=[O:16])[CH3:15])[S:12][C:8]=2[CH:7]=1.[CH3:22][C:23]([C:27]1[CH:28]=[C:29]([CH:33]=[CH:34][CH:35]=1)[C:30](O)=[O:31])([CH3:26])[C:24]#[CH:25].O1CCCC1.C(Cl)(=O)C(Cl)=O, predict the reaction product. The product is: [C:14]([NH:13][C:11]1[S:12][C:8]2[CH:7]=[C:6]([O:5][C:4]3[CH:3]=[C:2]([NH:1][C:30](=[O:31])[C:29]4[CH:33]=[CH:34][CH:35]=[C:27]([C:23]([CH3:22])([CH3:26])[C:24]#[CH:25])[CH:28]=4)[CH:21]=[CH:20][CH:19]=3)[CH:18]=[CH:17][C:9]=2[N:10]=1)(=[O:16])[CH3:15].